This data is from Full USPTO retrosynthesis dataset with 1.9M reactions from patents (1976-2016). The task is: Predict the reactants needed to synthesize the given product. Given the product [F:1][C:2]1[CH:10]=[C:9]2[C:5]([C:6]([C:20]3[CH:33]=[CH:32][C:23]4[N:24]5[C:29](=[O:31])[CH2:28][CH2:27][C:25]5=[N:26][C:22]=4[CH:21]=3)=[CH:7][N:8]2[S:11]([C:14]2[CH:19]=[CH:18][CH:17]=[CH:16][CH:15]=2)(=[O:13])=[O:12])=[CH:4][CH:3]=1, predict the reactants needed to synthesize it. The reactants are: [F:1][C:2]1[CH:10]=[C:9]2[C:5]([C:6]([C:20]3[CH:33]=[CH:32][C:23]4[NH:24][C:25]([CH2:27][CH2:28][C:29]([OH:31])=O)=[N:26][C:22]=4[CH:21]=3)=[CH:7][N:8]2[S:11]([C:14]2[CH:19]=[CH:18][CH:17]=[CH:16][CH:15]=2)(=[O:13])=[O:12])=[CH:4][CH:3]=1.CN(C(ON1N=NC2C=CC=NC1=2)=[N+](C)C)C.F[P-](F)(F)(F)(F)F.CCN(CC)CC.[NH4+].[Cl-].